Dataset: Reaction yield outcomes from USPTO patents with 853,638 reactions. Task: Predict the reaction yield, written as a fraction of the theoretical maximum amount of product (1.0 means a 100% yield; for example, 0.34 means a 34% yield). (1) The reactants are [CH:1]1([NH:7][C:8](=[O:38])[O:9][C@H:10]2[CH2:15][CH2:14][C@H:13]([C:16]3[CH:21]=[CH:20][C:19]([O:22][Si](C(C)(C)C)(C)C)=[CH:18][C:17]=3[O:30][Si](C(C)(C)C)(C)C)[CH2:12][CH2:11]2)[CH2:6][CH2:5][CH2:4][CH2:3][CH2:2]1.[F-]. The catalyst is CO. The product is [CH:1]1([NH:7][C:8](=[O:38])[O:9][C@H:10]2[CH2:11][CH2:12][C@H:13]([C:16]3[CH:21]=[CH:20][C:19]([OH:22])=[CH:18][C:17]=3[OH:30])[CH2:14][CH2:15]2)[CH2:6][CH2:5][CH2:4][CH2:3][CH2:2]1. The yield is 0.360. (2) The reactants are [Cl:1][C:2]1[N:3]=[N:4][C:5](Cl)=[CH:6][C:7]=1[CH:8]([N:10]1[C:18](=[O:19])[C:17]2[C:12](=[CH:13][CH:14]=[CH:15][CH:16]=2)[C:11]1=[O:20])[CH3:9].[CH3:22]B1OB(C)OB(C)O1.C(=O)([O-])[O-].[K+].[K+]. The catalyst is C1C=CC(P(C2C=CC=CC=2)[C-]2C=CC=C2)=CC=1.C1C=CC(P(C2C=CC=CC=2)[C-]2C=CC=C2)=CC=1.Cl[Pd]Cl.[Fe+2].O.O1CCOCC1. The product is [Cl:1][C:2]1[N:3]=[N:4][C:5]([CH3:22])=[CH:6][C:7]=1[CH:8]([N:10]1[C:18](=[O:19])[C:17]2[C:12](=[CH:13][CH:14]=[CH:15][CH:16]=2)[C:11]1=[O:20])[CH3:9]. The yield is 0.190. (3) The reactants are [Br:1][C:2]1[CH:3]=[C:4]([S:9]([NH2:12])(=[O:11])=[O:10])[CH:5]=[CH:6][C:7]=1F.[F:13][C:14]1[CH:19]=[C:18]([F:20])[CH:17]=[CH:16][C:15]=1[OH:21].C(=O)([O-])[O-].[Cs+].[Cs+].O. The catalyst is CS(C)=O. The product is [Br:1][C:2]1[CH:3]=[C:4]([S:9]([NH2:12])(=[O:11])=[O:10])[CH:5]=[CH:6][C:7]=1[O:21][C:15]1[CH:16]=[CH:17][C:18]([F:20])=[CH:19][C:14]=1[F:13]. The yield is 0.580. (4) The reactants are [N+:1]([C:4]1[CH:8]=[C:7]([CH2:9][OH:10])[NH:6][N:5]=1)([O-:3])=[O:2].C(=O)([O-])[O-].[Cs+].[Cs+].[Br:17][CH:18](Br)[CH3:19].OP([O-])(O)=O.[K+]. The catalyst is O.C(OCC)(=O)C.CN(C=O)C. The product is [Br:17][CH2:18][CH2:19][N:6]1[C:7]([CH2:9][OH:10])=[CH:8][C:4]([N+:1]([O-:3])=[O:2])=[N:5]1. The yield is 0.860. (5) The reactants are [Br:1][C:2]1[CH:3]=[C:4]([C:8]([CH3:13])([CH2:11][CH3:12])[C:9]#[N:10])[CH:5]=[CH:6][CH:7]=1.[AlH3].C1(C)C=CC=CC=1. The catalyst is C1COCC1. The product is [Br:1][C:2]1[CH:3]=[C:4]([C:8]([CH3:13])([CH2:11][CH3:12])[CH2:9][NH2:10])[CH:5]=[CH:6][CH:7]=1. The yield is 0.670.